Dataset: Forward reaction prediction with 1.9M reactions from USPTO patents (1976-2016). Task: Predict the product of the given reaction. Given the reactants [CH2:1]([S-])[CH3:2].[Na+].Cl[C:6]1[CH:10]=[CH:9][S:8][C:7]=1[C:11]1[N:24]([CH3:25])[C:14]2=[N:15][CH:16]=[C:17]([S:19][C:20]([F:23])([F:22])[F:21])[CH:18]=[C:13]2[N:12]=1.CN1C(=O)CCC1, predict the reaction product. The product is: [CH2:1]([C:6]1[CH:10]=[CH:9][S:8][C:7]=1[C:11]1[N:24]([CH3:25])[C:14]2=[N:15][CH:16]=[C:17]([S:19][C:20]([F:23])([F:22])[F:21])[CH:18]=[C:13]2[N:12]=1)[CH3:2].